This data is from hERG potassium channel inhibition data for cardiac toxicity prediction from Karim et al.. The task is: Regression/Classification. Given a drug SMILES string, predict its toxicity properties. Task type varies by dataset: regression for continuous values (e.g., LD50, hERG inhibition percentage) or binary classification for toxic/non-toxic outcomes (e.g., AMES mutagenicity, cardiotoxicity, hepatotoxicity). Dataset: herg_karim. (1) The result is 1 (blocker). The molecule is Nc1ncnc2c1c(-c1cccc(OCc3ccccc3)c1)cn2[C@H]1C[C@@H](CN2CCC2)C1. (2) The compound is CC1(C)CC(NC(=O)CC(O)C(F)(F)F)c2cc(-c3ccc(Cl)cc3)c(-c3ccc(Cl)cc3Cl)nc2O1. The result is 1 (blocker). (3) The drug is CO[C@@]1(CC23CCC(NCc4ccc5c(n4)NC(=O)CO5)(CC2)CO3)Cn2c(=O)ccc3ncc(F)c1c32. The result is 1 (blocker). (4) The compound is CCc1noc(-c2nnc3n2CCN(C(=O)c2ccc(F)cc2)[C@@H]3C)n1. The result is 0 (non-blocker). (5) The molecule is Cc1c(-c2noc(-c3ccc(OC(C)C)c(C#N)c3)n2)cnc2c1CCN(C(CO)CO)C2. The result is 0 (non-blocker). (6) The compound is O=C(c1ccc(-c2cccs2)cc1)N1CCn2c(nnc2-c2csc(C(F)(F)F)n2)C1. The result is 0 (non-blocker). (7) The molecule is Nc1cccnc1[C@H]1CC[C@@H](N2CC(NC(=O)CNc3ncnc4ccc(C(F)(F)F)cc34)C2)CC1. The result is 1 (blocker).